From a dataset of Catalyst prediction with 721,799 reactions and 888 catalyst types from USPTO. Predict which catalyst facilitates the given reaction. (1) Product: [NH2:2][C@@H:3]1[C@@H:8]([C:9]2[CH:14]=[C:13]([F:15])[CH:12]=[CH:11][C:10]=2[F:16])[O:7][CH2:6][C@H:5]([N:17]2[CH2:24][C:23]3[C:19](=[N:20][N:21]([CH2:25][CH2:26][OH:27])[CH:22]=3)[CH2:18]2)[CH2:4]1. The catalyst class is: 5. Reactant: Cl.[NH2:2][C@@H:3]1[C@@H:8]([C:9]2[CH:14]=[C:13]([F:15])[CH:12]=[CH:11][C:10]=2[F:16])[O:7][CH2:6][C@H:5]([N:17]2[CH2:24][C:23]3[C:19](=[N:20][N:21]([CH2:25][C:26](O)=[O:27])[CH:22]=3)[CH2:18]2)[CH2:4]1.[BH4-].[Na+]. (2) Reactant: [CH3:1][N:2]([CH3:22])[CH2:3][CH2:4][O:5][C:6]1[CH:11]=[CH:10][C:9]([NH:12]C(=O)C)=[CH:8][C:7]=1[C:16]1[N:17]([CH3:21])[N:18]=[CH:19][CH:20]=1.[OH-].[Na+]. Product: [CH3:1][N:2]([CH3:22])[CH2:3][CH2:4][O:5][C:6]1[CH:11]=[CH:10][C:9]([NH2:12])=[CH:8][C:7]=1[C:16]1[N:17]([CH3:21])[N:18]=[CH:19][CH:20]=1. The catalyst class is: 40. (3) Reactant: [NH:1]1[CH2:5][C:4](=[O:6])[NH:3][C:2]1=[O:7].[H-].[Na+].CS(O[CH2:15][CH2:16][C:17]1[C:18]([CH3:33])=[N:19][N:20]([CH3:32])[C:21]=1[N:22]1[C:30]2[C:25](=[CH:26][C:27]([Cl:31])=[CH:28][CH:29]=2)[CH:24]=[CH:23]1)(=O)=O.O. Product: [Cl:31][C:27]1[CH:26]=[C:25]2[C:30](=[CH:29][CH:28]=1)[N:22]([C:21]1[N:20]([CH3:32])[N:19]=[C:18]([CH3:33])[C:17]=1[CH2:16][CH2:15][N:3]1[C:4](=[O:6])[CH2:5][NH:1][C:2]1=[O:7])[CH:23]=[CH:24]2. The catalyst class is: 9. (4) Reactant: C[Al](C)C.[NH2:5][C:6]1[CH:11]=[CH:10][CH:9]=[CH:8][CH:7]=1.C([O:14][C:15]([C:17]1[N:21]2[N:22]=[C:23]([Cl:27])[C:24]([CH3:26])=[CH:25][C:20]2=[N:19][CH:18]=1)=O)C. Product: [C:6]1([NH:5][C:15]([C:17]2[N:21]3[N:22]=[C:23]([Cl:27])[C:24]([CH3:26])=[CH:25][C:20]3=[N:19][CH:18]=2)=[O:14])[CH:11]=[CH:10][CH:9]=[CH:8][CH:7]=1. The catalyst class is: 4. (5) The catalyst class is: 1. Product: [Br:12][C:13]1[CH:18]=[CH:17][C:16]([O:11][CH:8]2[CH2:9][CH2:10][C:5]3([CH2:1][CH2:2][CH2:3][CH2:4]3)[CH2:6][CH2:7]2)=[CH:15][CH:14]=1. Reactant: [CH2:1]1[C:5]2([CH2:10][CH2:9][CH:8]([OH:11])[CH2:7][CH2:6]2)[CH2:4][CH2:3][CH2:2]1.[Br:12][C:13]1[CH:18]=[CH:17][C:16](O)=[CH:15][CH:14]=1.C1C=CC(P(C2C=CC=CC=2)C2C=CC=CC=2)=CC=1.CC(OC(/N=N/C(OC(C)C)=O)=O)C. (6) Reactant: C([O:5][CH:6]([O:10][C:11]([CH3:14])([CH3:13])[CH3:12])N(C)C)(C)(C)C.[CH:15]1[N:16]=[CH:17][N:18]2[CH:23]=[C:22](C(O)=O)[CH:21]=[CH:20][C:19]=12. Product: [CH:15]1[N:16]=[CH:17][N:18]2[CH:23]=[C:22]([C:6]([O:10][C:11]([CH3:12])([CH3:13])[CH3:14])=[O:5])[CH:21]=[CH:20][C:19]=12. The catalyst class is: 885.